Regression. Given a peptide amino acid sequence and an MHC pseudo amino acid sequence, predict their binding affinity value. This is MHC class II binding data. From a dataset of Peptide-MHC class II binding affinity with 134,281 pairs from IEDB. (1) The peptide sequence is EQEILNYMSPHHKKLHHHHHH. The MHC is HLA-DQA10102-DQB10501 with pseudo-sequence HLA-DQA10102-DQB10501. The binding affinity (normalized) is 0.534. (2) The peptide sequence is GMTGMLWETSLLDPE. The MHC is DRB4_0101 with pseudo-sequence DRB4_0103. The binding affinity (normalized) is 0.322. (3) The peptide sequence is RDGQLTIKAERTEQK. The MHC is DRB1_0405 with pseudo-sequence DRB1_0405. The binding affinity (normalized) is 0.184. (4) The peptide sequence is IFGSLAFLPESFDGD. The MHC is HLA-DPA10103-DPB10401 with pseudo-sequence HLA-DPA10103-DPB10401. The binding affinity (normalized) is 0.630. (5) The peptide sequence is IGPRHPIRALVGDEV. The MHC is DRB3_0101 with pseudo-sequence DRB3_0101. The binding affinity (normalized) is 0.412. (6) The peptide sequence is GIQYLAGLSTLPGNPAIASL. The MHC is DRB1_0401 with pseudo-sequence DRB1_0401. The binding affinity (normalized) is 0.762.